This data is from Catalyst prediction with 721,799 reactions and 888 catalyst types from USPTO. The task is: Predict which catalyst facilitates the given reaction. (1) Reactant: [CH3:1][NH:2][C@@H:3]1[C:8]2[CH:9]=[CH:10][CH:11]=[CH:12][C:7]=2[C@H:6]([C:13]2[CH:14]=[CH:15][C:16]([Cl:20])=[C:17]([Cl:19])[CH:18]=2)[CH2:5][CH2:4]1.[NH2:21][C@H:22]([C:28]([OH:30])=[O:29])[CH2:23][CH2:24][C:25]([OH:27])=[O:26]. Product: [CH3:1][NH:2][C@@H:3]1[C:8]2[CH:9]=[CH:10][CH:11]=[CH:12][C:7]=2[C@H:6]([C:13]2[CH:14]=[CH:15][C:16]([Cl:20])=[C:17]([Cl:19])[CH:18]=2)[CH2:5][CH2:4]1.[NH2:21][C@H:22]([C:28]([O-:30])=[O:29])[CH2:23][CH2:24][C:25]([O-:27])=[O:26]. The catalyst class is: 13. (2) Reactant: C([N:4]([C:14]1[CH:19]=[CH:18][C:17]([CH:20]([CH3:22])[CH3:21])=[CH:16][CH:15]=1)[C:5]1[CH:10]=[CH:9][C:8]([CH:11]([CH3:13])[CH3:12])=[CH:7][CH:6]=1)(=O)C. Product: [CH:20]([C:17]1[CH:18]=[CH:19][C:14]([NH:4][C:5]2[CH:6]=[CH:7][C:8]([CH:11]([CH3:13])[CH3:12])=[CH:9][CH:10]=2)=[CH:15][CH:16]=1)([CH3:22])[CH3:21]. The catalyst class is: 8. (3) Product: [OH:24][CH2:23][CH:14]1[CH:13]([NH:12][S:9]([CH2:7][CH3:8])(=[O:11])=[O:10])[CH2:22][CH2:21][C:16]2([O:20][CH2:19][CH2:18][O:17]2)[CH2:15]1. The catalyst class is: 27. Reactant: [H-].[Al+3].[Li+].[H-].[H-].[H-].[CH2:7]([S:9]([NH:12][CH:13]1[CH2:22][CH2:21][C:16]2([O:20][CH2:19][CH2:18][O:17]2)[CH2:15][CH:14]1[C:23](OCC)=[O:24])(=[O:11])=[O:10])[CH3:8].O.O.O.O.O.O.O.O.O.O.[O-]S([O-])(=O)=O.[Na+].[Na+]. (4) Reactant: C(Cl)Cl.Cl[CH2:5][C@H:6]([OH:9])[CH2:7][OH:8].[O-]P([O-])([O-])=O.[K+].[K+].[K+].[C:18](Cl)(=[O:22])[CH2:19][CH2:20][CH3:21]. Product: [C:18]([O:8][CH2:7][C@H:6]1[O:9][CH2:5]1)(=[O:22])[CH2:19][CH2:20][CH3:21]. The catalyst class is: 66. (5) The catalyst class is: 5. Reactant: C([O:3][C:4]([C:6]1[CH:7]=[CH:8][CH:9]=[C:10]2[C:15]=1[N:14]=[CH:13][N:12]=[C:11]2[O:16][CH3:17])=[O:5])C.[OH-].[Na+].Cl. Product: [CH3:17][O:16][C:11]1[C:10]2[C:15](=[C:6]([C:4]([OH:5])=[O:3])[CH:7]=[CH:8][CH:9]=2)[N:14]=[CH:13][N:12]=1. (6) Reactant: [CH2:1]([N:8]1[CH2:14][C:13]2[CH:15]=[CH:16][CH:17]=[CH:18][C:12]=2[O:11][CH2:10][C:9]1=O)[C:2]1[CH:7]=[CH:6][CH:5]=[CH:4][CH:3]=1.[H-].[Al+3].[Li+].[H-].[H-].[H-].[Cl-].[Na+]. Product: [CH2:1]([N:8]1[CH2:14][C:13]2[CH:15]=[CH:16][CH:17]=[CH:18][C:12]=2[O:11][CH2:10][CH2:9]1)[C:2]1[CH:3]=[CH:4][CH:5]=[CH:6][CH:7]=1. The catalyst class is: 7. (7) Reactant: [NH2:1][C:2]1[N:10]=[C:9]([F:11])[N:8]=[C:7]2[C:3]=1[N:4]=[C:5]([CH2:18][C:19]1[C:27]([I:28])=[CH:26][C:22]3[O:23][CH2:24][O:25][C:21]=3[CH:20]=1)[N:6]2[CH2:12][CH2:13][O:14][CH2:15][CH2:16][OH:17].Cl[S:30]([NH2:33])(=[O:32])=[O:31].C([O-])([O-])=O.[Ca+2]. Product: [NH2:1][C:2]1[N:10]=[C:9]([F:11])[N:8]=[C:7]2[C:3]=1[N:4]=[C:5]([CH2:18][C:19]1[C:27]([I:28])=[CH:26][C:22]3[O:23][CH2:24][O:25][C:21]=3[CH:20]=1)[N:6]2[CH2:12][CH2:13][O:14][CH2:15][CH2:16][O:17][S:30](=[O:32])(=[O:31])[NH2:33]. The catalyst class is: 3. (8) Reactant: [CH3:1][C:2]1[C:3]([CH2:9][N:10]([CH:16]2[C:25]3[N:24]=[CH:23][CH:22]=[CH:21][C:20]=3[CH2:19][CH2:18][CH2:17]2)[CH2:11][CH2:12][CH2:13][CH2:14][NH2:15])=[N:4][CH:5]=[C:6]([CH3:8])[CH:7]=1.[OH:26][C:27]1[CH:35]=[CH:34][C:30]([C:31](O)=[O:32])=[CH:29][N:28]=1.CCN=C=NCCCN(C)C.C1C=CC2N(O)N=NC=2C=1.CCN(C(C)C)C(C)C. Product: [CH3:1][C:2]1[C:3]([CH2:9][N:10]([CH:16]2[C:25]3[N:24]=[CH:23][CH:22]=[CH:21][C:20]=3[CH2:19][CH2:18][CH2:17]2)[CH2:11][CH2:12][CH2:13][CH2:14][NH:15][C:31](=[O:32])[C:30]2[CH:34]=[CH:35][C:27]([OH:26])=[N:28][CH:29]=2)=[N:4][CH:5]=[C:6]([CH3:8])[CH:7]=1. The catalyst class is: 3. (9) Reactant: [CH2:1]([N:8]1[CH:13]([CH2:14][F:15])[CH2:12][O:11][C:10]([CH2:17][CH2:18][OH:19])([CH3:16])[C:9]1=O)[C:2]1[CH:7]=[CH:6][CH:5]=[CH:4][CH:3]=1.CO. Product: [CH2:1]([N:8]1[CH:13]([CH2:14][F:15])[CH2:12][O:11][C:10]([CH2:17][CH2:18][OH:19])([CH3:16])[CH2:9]1)[C:2]1[CH:3]=[CH:4][CH:5]=[CH:6][CH:7]=1. The catalyst class is: 7.